This data is from Full USPTO retrosynthesis dataset with 1.9M reactions from patents (1976-2016). The task is: Predict the reactants needed to synthesize the given product. (1) Given the product [OH:1][C:2]1[C:11]([CH3:12])=[C:10]2[C:5]([C:6](=[O:20])[C:7]([CH3:19])=[C:8]([CH:13]3[CH2:18][CH2:17][N:16]([C:27]([O:28][CH2:29][CH3:30])=[O:31])[CH2:15][CH2:14]3)[O:9]2)=[CH:4][CH:3]=1, predict the reactants needed to synthesize it. The reactants are: [OH:1][C:2]1[C:11]([CH3:12])=[C:10]2[C:5]([C:6](=[O:20])[C:7]([CH3:19])=[C:8]([CH:13]3[CH2:18][CH2:17][NH:16][CH2:15][CH2:14]3)[O:9]2)=[CH:4][CH:3]=1.N1C=CC=CC=1.[C:27](Cl)(=[O:31])[O:28][CH2:29][CH3:30]. (2) Given the product [CH3:1][O:2][C:3]([C@@H:5]1[CH2:9][C@@H:8]([S:10]([C:13]2[CH:18]=[CH:17][CH:16]=[CH:15][C:14]=2[Cl:19])(=[O:11])=[O:12])[CH2:7][N:6]1[C:20]1[N:31]([CH:27]2[CH2:30][CH2:29][CH2:28]2)[N:32]=[C:22]([CH3:23])[CH:21]=1)=[O:4], predict the reactants needed to synthesize it. The reactants are: [CH3:1][O:2][C:3]([C@@H:5]1[CH2:9][C@@H:8]([S:10]([C:13]2[CH:18]=[CH:17][CH:16]=[CH:15][C:14]=2[Cl:19])(=[O:12])=[O:11])[CH2:7][N:6]1[C:20](=S)[CH2:21][C:22](=O)[CH3:23])=[O:4].Cl.[CH:27]1([NH:31][NH2:32])[CH2:30][CH2:29][CH2:28]1. (3) Given the product [N:1]1[CH:6]=[CH:5][CH:4]=[CH:3][C:2]=1[NH:7][CH2:8][CH2:9][CH2:10][O:11][C:12]1[CH:13]=[CH:14][C:15]2[CH2:21][C@H:20]([CH2:22][C:23]([OH:25])=[O:24])[C:19]3[CH:28]=[CH:29][CH:30]=[CH:31][C:18]=3[CH2:17][C:16]=2[CH:32]=1, predict the reactants needed to synthesize it. The reactants are: [N:1]1[CH:6]=[CH:5][CH:4]=[CH:3][C:2]=1[NH:7][CH2:8][CH2:9][CH2:10][O:11][C:12]1[CH:13]=[CH:14][C:15]2[CH2:21][C@H:20]([CH2:22][C:23]([O:25]CC)=[O:24])[C:19]3[CH:28]=[CH:29][CH:30]=[CH:31][C:18]=3[CH2:17][C:16]=2[CH:32]=1.[OH-].[Na+]. (4) Given the product [Br:1][C:2]1[CH:3]=[C:4]([OH:11])[CH:5]=[C:6]2[C:10]=1[NH:9][CH:8]=[CH:7]2, predict the reactants needed to synthesize it. The reactants are: [Br:1][C:2]1[CH:3]=[C:4]([O:11][Si](C(C)(C)C)(C)C)[CH:5]=[C:6]2[C:10]=1[NH:9][CH:8]=[CH:7]2.C(Cl)Cl.[F-].C([N+](CCCC)(CCCC)CCCC)CCC. (5) Given the product [CH2:1]([O:3][C:4](=[O:14])[C:5]([CH3:13])([CH:7]1[CH2:12][CH2:11][N:10]([C:16]2[CH:21]=[CH:20][C:19]([N+:22]([O-:24])=[O:23])=[CH:18][N:17]=2)[CH2:9][CH2:8]1)[CH3:6])[CH3:2], predict the reactants needed to synthesize it. The reactants are: [CH2:1]([O:3][C:4](=[O:14])[C:5]([CH3:13])([CH:7]1[CH2:12][CH2:11][NH:10][CH2:9][CH2:8]1)[CH3:6])[CH3:2].Cl[C:16]1[CH:21]=[CH:20][C:19]([N+:22]([O-:24])=[O:23])=[CH:18][N:17]=1.C(N(C(C)C)CC)(C)C. (6) The reactants are: [O:1]=[C:2]1[CH2:8][CH2:7][CH2:6][N:5]([C:9]([O:11][C:12]([CH3:15])([CH3:14])[CH3:13])=[O:10])[CH2:4][CH2:3]1.C[Si]([N-][Si](C)(C)C)(C)C.[C:25](OCC)(=[O:31])[C:26]([O:28][CH2:29][CH3:30])=[O:27]. Given the product [CH2:29]([O:28][C:26](=[O:27])[C:25]([CH:3]1[C:2](=[O:1])[CH2:8][CH2:7][CH2:6][N:5]([C:9]([O:11][C:12]([CH3:15])([CH3:14])[CH3:13])=[O:10])[CH2:4]1)=[O:31])[CH3:30], predict the reactants needed to synthesize it. (7) Given the product [Cl:1][C:2]1[N:7]=[C:6]([C:8]2[S:32][C:31]([NH:30][CH2:28][CH3:29])=[N:33][C:9]=2[C:11]2[CH:16]=[CH:15][CH:14]=[C:13]([O:17][CH3:18])[C:12]=2[F:19])[CH:5]=[CH:4][N:3]=1, predict the reactants needed to synthesize it. The reactants are: [Cl:1][C:2]1[N:7]=[C:6]([CH2:8][C:9]([C:11]2[CH:16]=[CH:15][CH:14]=[C:13]([O:17][CH3:18])[C:12]=2[F:19])=O)[CH:5]=[CH:4][N:3]=1.C1C(=O)N(Br)C(=O)C1.[CH2:28]([NH:30][C:31]([NH2:33])=[S:32])[CH3:29].